This data is from Full USPTO retrosynthesis dataset with 1.9M reactions from patents (1976-2016). The task is: Predict the reactants needed to synthesize the given product. (1) Given the product [F:11][C:12]1[CH:13]=[C:14]2[C:19](=[CH:20][CH:21]=1)[C:18](=[O:22])[N:17]([CH2:7][C:6]1[CH:9]=[CH:10][C:3]([O:2][CH3:1])=[CH:4][CH:5]=1)[CH:16]=[CH:15]2, predict the reactants needed to synthesize it. The reactants are: [CH3:1][O:2][C:3]1[CH:10]=[CH:9][C:6]([CH2:7]Cl)=[CH:5][CH:4]=1.[F:11][C:12]1[CH:13]=[C:14]2[C:19](=[CH:20][CH:21]=1)[C:18](=[O:22])[NH:17][CH:16]=[CH:15]2.C([O-])([O-])=O.[Cs+].[Cs+]. (2) The reactants are: [N+:1]([C:4]1[CH:5]=[C:6]([C:10]2[S:26][C:13]3[CH2:14][N:15]([CH:19]([CH2:24][CH3:25])[C:20]([O:22][CH3:23])=[O:21])[S:16](=[O:18])(=[O:17])[C:12]=3[CH:11]=2)[CH:7]=[CH:8][CH:9]=1)([O-])=O. Given the product [NH2:1][C:4]1[CH:5]=[C:6]([C:10]2[S:26][C:13]3[CH2:14][N:15]([CH:19]([CH2:24][CH3:25])[C:20]([O:22][CH3:23])=[O:21])[S:16](=[O:18])(=[O:17])[C:12]=3[CH:11]=2)[CH:7]=[CH:8][CH:9]=1, predict the reactants needed to synthesize it. (3) The reactants are: Cl[C:2]1[N:3]=[C:4]([NH:23][CH2:24][CH:25]2[CH2:30][CH2:29][N:28](C(OC(C)(C)C)=O)[CH2:27][CH2:26]2)[C:5]2[C:10]([C:11]#[N:12])=[CH:9][N:8](S(C3C=CC(C)=CC=3)(=O)=O)[C:6]=2[N:7]=1.[NH2:38][C:39]1[CH:44]=[CH:43][C:42]([N:45]2[CH2:50][CH2:49][N:48]([C:51](=[O:53])[CH3:52])[CH2:47][CH2:46]2)=[CH:41][CH:40]=1.C[Si](Cl)(C)C. Given the product [C:51]([N:48]1[CH2:47][CH2:46][N:45]([C:42]2[CH:43]=[CH:44][C:39]([NH:38][C:2]3[N:3]=[C:4]([NH:23][CH2:24][CH:25]4[CH2:26][CH2:27][NH:28][CH2:29][CH2:30]4)[C:5]4[C:10]([C:11]#[N:12])=[CH:9][NH:8][C:6]=4[N:7]=3)=[CH:40][CH:41]=2)[CH2:50][CH2:49]1)(=[O:53])[CH3:52], predict the reactants needed to synthesize it. (4) Given the product [NH2:2][N:3]=[CH:4][NH:5][NH:6][CH:7]([CH3:11])[C:8]([OH:10])=[O:9], predict the reactants needed to synthesize it. The reactants are: Cl.[NH2:2][N:3]=[CH:4][NH:5][N:6]=[C:7]([CH3:11])[C:8]([OH:10])=[O:9].[H][H]. (5) The reactants are: [Cl:1][C:2]1[C:7]([CH2:8][CH3:9])=[CH:6][CH:5]=[C:4]([Cl:10])[C:3]=1[CH2:11]O.P(Br)(Br)[Br:14].O.C([O-])(O)=O.[Na+]. Given the product [Br:14][CH2:11][C:3]1[C:2]([Cl:1])=[C:7]([CH2:8][CH3:9])[CH:6]=[CH:5][C:4]=1[Cl:10], predict the reactants needed to synthesize it. (6) Given the product [CH2:21]([O:20][C:18](=[O:19])/[C:17](/[O:16][CH2:14][CH3:15])=[CH:11]/[C:7]1[CH:8]=[C:9]2[C:4](=[CH:5][CH:6]=1)[NH:3][C:2]([CH3:1])=[CH:10]2)[CH3:22], predict the reactants needed to synthesize it. The reactants are: [CH3:1][C:2]1[NH:3][C:4]2[C:9]([CH:10]=1)=[CH:8][C:7]([CH:11]=O)=[CH:6][CH:5]=2.[Cl-].[CH2:14]([O:16][CH:17]([P+](C1C=CC=CC=1)(C1C=CC=CC=1)C1C=CC=CC=1)[C:18]([O:20][CH2:21][CH3:22])=[O:19])[CH3:15].CN(C)C(=N)N(C)C. (7) Given the product [C:1]1([CH:7]([C:14]2[CH:19]=[CH:18][N:17]=[N:16][CH:15]=2)[CH2:8][C:9]([OH:11])=[O:10])[CH:6]=[CH:5][CH:4]=[CH:3][CH:2]=1, predict the reactants needed to synthesize it. The reactants are: [C:1]1([CH:7]([C:14]2[CH:19]=[CH:18][N:17]=[N:16][CH:15]=2)[CH2:8][C:9]([O:11]CC)=[O:10])[CH:6]=[CH:5][CH:4]=[CH:3][CH:2]=1.[OH-].[Na+].